Dataset: Reaction yield outcomes from USPTO patents with 853,638 reactions. Task: Predict the reaction yield, written as a fraction of the theoretical maximum amount of product (1.0 means a 100% yield; for example, 0.34 means a 34% yield). (1) The reactants are [CH2:1]([O:8][C:9]1[C:14](OC)=[CH:13][C:12](B(O)O)=[C:11]([O:20][CH3:21])[CH:10]=1)[C:2]1[CH:7]=[CH:6][CH:5]=[CH:4][CH:3]=1.[CH3:22][O:23][C:24](=[O:42])[C:25]1[CH:30]=[C:29]([C:31](=[O:33])[CH3:32])[CH:28]=[CH:27][C:26]=1OS(C(F)(F)F)(=O)=O.C([O-])([O-])=O.[K+].[K+].O. The catalyst is [Cl-].[Na+].O.C1C=CC([P]([Pd]([P](C2C=CC=CC=2)(C2C=CC=CC=2)C2C=CC=CC=2)([P](C2C=CC=CC=2)(C2C=CC=CC=2)C2C=CC=CC=2)[P](C2C=CC=CC=2)(C2C=CC=CC=2)C2C=CC=CC=2)(C2C=CC=CC=2)C2C=CC=CC=2)=CC=1.C(OCC)(=O)C. The product is [CH3:22][O:23][C:24]([C:25]1[C:26]([C:12]2[CH:13]=[CH:14][C:9]([O:8][CH2:1][C:2]3[CH:3]=[CH:4][CH:5]=[CH:6][CH:7]=3)=[CH:10][C:11]=2[O:20][CH3:21])=[CH:27][CH:28]=[C:29]([C:31](=[O:33])[CH3:32])[CH:30]=1)=[O:42]. The yield is 0.990. (2) The reactants are [Cl:1][C:2]1[CH:3]=[C:4]2[C:9](=[CH:10][CH:11]=1)[N:8]=[C:7]([CH2:12]Cl)[N:6]([C:14]1[CH:19]=[CH:18][CH:17]=[CH:16][C:15]=1[Cl:20])[C:5]2=[O:21].O.[SH:23][C:24]1[N:32]=[CH:31][N:30]=[C:29]2[C:25]=1[NH:26][CH:27]=[N:28]2.C([O-])([O-])=O.[K+].[K+]. The catalyst is CN(C=O)C. The product is [Cl:1][C:2]1[CH:3]=[C:4]2[C:9](=[CH:10][CH:11]=1)[N:8]=[C:7]([CH2:12][S:23][C:24]1[N:32]=[CH:31][N:30]=[C:29]3[C:25]=1[N:26]=[CH:27][NH:28]3)[N:6]([C:14]1[CH:19]=[CH:18][CH:17]=[CH:16][C:15]=1[Cl:20])[C:5]2=[O:21]. The yield is 0.420. (3) The reactants are Cl[C:2]1[CH:7]=[C:6]2[CH2:8][O:9][C:10]3[CH:34]=[C:33]4[C:13]([CH:14]=[CH:15][C:16]5[N:20]=[C:19]([CH:21]6[CH2:25][CH2:24][CH2:23][N:22]6[C:26]([O:28][C:29]([CH3:32])([CH3:31])[CH3:30])=[O:27])[NH:18][C:17]=54)=[CH:12][C:11]=3[C:5]2=[CH:4][CH:3]=1.[B:35]1([B:35]2[O:39][C:38]([CH3:41])([CH3:40])[C:37]([CH3:43])([CH3:42])[O:36]2)[O:39][C:38]([CH3:41])([CH3:40])[C:37]([CH3:43])([CH3:42])[O:36]1.C([O-])(=O)C.[K+]. The catalyst is O1CCOCC1.C(OCC)(=O)C.C1(P(C2CCCCC2)C2C=CC=CC=2C2C(CCC)=CC(CCC)=CC=2CCC)CCCCC1. The product is [CH3:42][C:37]1([CH3:43])[C:38]([CH3:41])([CH3:40])[O:39][B:35]([C:2]2[CH:7]=[C:6]3[CH2:8][O:9][C:10]4[CH:34]=[C:33]5[C:13]([CH:14]=[CH:15][C:16]6[N:20]=[C:19]([CH:21]7[CH2:25][CH2:24][CH2:23][N:22]7[C:26]([O:28][C:29]([CH3:32])([CH3:31])[CH3:30])=[O:27])[NH:18][C:17]=65)=[CH:12][C:11]=4[C:5]3=[CH:4][CH:3]=2)[O:36]1. The yield is 0.940. (4) The reactants are Cl.[CH2:2]([O:9][C:10]1[CH:11]=[C:12]([CH:14]=[C:15]([O:17][CH2:18][C:19]2[CH:24]=[CH:23][CH:22]=[CH:21][CH:20]=2)[CH:16]=1)[NH2:13])[C:3]1[CH:8]=[CH:7][CH:6]=[CH:5][CH:4]=1.[C:25](Cl)(=[O:29])[C:26](Cl)=[O:27]. No catalyst specified. The product is [CH2:2]([O:9][C:10]1[CH:16]=[C:15]([O:17][CH2:18][C:19]2[CH:24]=[CH:23][CH:22]=[CH:21][CH:20]=2)[CH:14]=[C:12]2[C:11]=1[C:25](=[O:29])[C:26](=[O:27])[NH:13]2)[C:3]1[CH:4]=[CH:5][CH:6]=[CH:7][CH:8]=1. The yield is 0.480. (5) The reactants are Br[C:2]1[CH:3]=[C:4]([CH:16]=[C:17]([O:21][CH3:22])[C:18]=1[O:19][CH3:20])[CH:5]=[C:6]1[C:14]2[C:9](=[CH:10][CH:11]=[CH:12][CH:13]=2)[NH:8][C:7]1=[O:15].C(=O)([O-])[O-].[Na+].[Na+].[CH3:29][O:30][C:31]1[CH:36]=[CH:35][CH:34]=[CH:33][C:32]=1B(O)O.O. The catalyst is C1(C)C=CC=CC=1.C(O)C.C1C=CC([P]([Pd]([P](C2C=CC=CC=2)(C2C=CC=CC=2)C2C=CC=CC=2)([P](C2C=CC=CC=2)(C2C=CC=CC=2)C2C=CC=CC=2)[P](C2C=CC=CC=2)(C2C=CC=CC=2)C2C=CC=CC=2)(C2C=CC=CC=2)C2C=CC=CC=2)=CC=1. The product is [CH3:22][O:21][C:17]1[C:18]([O:19][CH3:20])=[CH:2][C:3]([C:32]2[CH:33]=[CH:34][CH:35]=[CH:36][C:31]=2[O:30][CH3:29])=[C:4]([CH:5]=[C:6]2[C:14]3[C:9](=[CH:10][CH:11]=[CH:12][CH:13]=3)[NH:8][C:7]2=[O:15])[CH:16]=1. The yield is 0.640. (6) The reactants are [Cl:1][C:2]1[CH:11]=[CH:10][CH:9]=[C:8]2[C:3]=1[C:4](=[O:21])[N:5]([C:14]1[CH:19]=[CH:18][CH:17]=[CH:16][C:15]=1[F:20])[C:6]([CH2:12]Cl)=[N:7]2.O.[SH:23][C:24]1[N:32]=[CH:31][N:30]=[C:29]2[C:25]=1[NH:26][CH:27]=[N:28]2.C([O-])([O-])=O.[K+].[K+]. The catalyst is CN(C=O)C. The product is [Cl:1][C:2]1[CH:11]=[CH:10][CH:9]=[C:8]2[C:3]=1[C:4](=[O:21])[N:5]([C:14]1[CH:19]=[CH:18][CH:17]=[CH:16][C:15]=1[F:20])[C:6]([CH2:12][S:23][C:24]1[N:32]=[CH:31][N:30]=[C:29]3[C:25]=1[N:26]=[CH:27][NH:28]3)=[N:7]2. The yield is 0.840. (7) The reactants are [Cl:1][C:2]1[CH:8]=[CH:7][CH:6]=[CH:5][C:3]=1[NH2:4].CN1CCCC1=O.C(N(CC)C(C)C)(C)C.[Cl:25][C:26]1[N:31]=[C:30](Cl)[C:29]([Cl:33])=[CH:28][N:27]=1. No catalyst specified. The product is [Cl:1][C:2]1[CH:8]=[CH:7][CH:6]=[CH:5][C:3]=1[NH:4][C:28]1[C:29]([Cl:33])=[CH:30][N:31]=[C:26]([Cl:25])[N:27]=1. The yield is 0.840. (8) The reactants are Cl[C:2]1[CH:3]=[CH:4][C:5]([N+:10]([O-:12])=[O:11])=[C:6]([O:8][CH3:9])[CH:7]=1.[P:13]([O-:20])([O:17][CH2:18][CH3:19])[O:14][CH2:15][CH3:16].CC1(C)C2C(=C(P(C3C=CC=CC=3)C3C=CC=CC=3)C=CC=2)OC2C(P(C3C=CC=CC=3)C3C=CC=CC=3)=CC=CC1=2.P([O-])([O-])([O-])=O.[K+].[K+].[K+]. The catalyst is CN(C=O)C.C([O-])(=O)C.[Pd+2].C([O-])(=O)C. The product is [CH3:9][O:8][C:6]1[CH:7]=[C:2]([P:13](=[O:20])([O:17][CH2:18][CH3:19])[O:14][CH2:15][CH3:16])[CH:3]=[CH:4][C:5]=1[N+:10]([O-:12])=[O:11]. The yield is 0.330. (9) The reactants are [C:1]([O:5][C:6](=[O:26])[C:7]1[CH:12]=[CH:11][C:10]([CH2:13][N:14]2[CH:23]=[CH:22][C:21]3[C:16](=[CH:17][C:18](Br)=[CH:19][CH:20]=3)[C:15]2=[O:25])=[CH:9][CH:8]=1)([CH3:4])([CH3:3])[CH3:2].C(N(CC)CC)C.[C:34]1([CH2:40][C:41]#[CH:42])[CH:39]=[CH:38][CH:37]=[CH:36][CH:35]=1. The catalyst is CN(C)C=O.[Cu]I.C1C=CC([P]([Pd]([P](C2C=CC=CC=2)(C2C=CC=CC=2)C2C=CC=CC=2)([P](C2C=CC=CC=2)(C2C=CC=CC=2)C2C=CC=CC=2)[P](C2C=CC=CC=2)(C2C=CC=CC=2)C2C=CC=CC=2)(C2C=CC=CC=2)C2C=CC=CC=2)=CC=1. The product is [C:1]([O:5][C:6](=[O:26])[C:7]1[CH:12]=[CH:11][C:10]([CH2:13][N:14]2[CH:23]=[CH:22][C:21]3[C:16](=[CH:17][C:18]([C:42]#[C:41][CH2:40][C:34]4[CH:39]=[CH:38][CH:37]=[CH:36][CH:35]=4)=[CH:19][CH:20]=3)[C:15]2=[O:25])=[CH:9][CH:8]=1)([CH3:4])([CH3:3])[CH3:2]. The yield is 0.676. (10) The reactants are [NH:1]1[CH:5]=[CH:4][C:3]([CH2:6][C:7]#[N:8])=[N:2]1.[CH:9](=[C:16]([C:19]#[N:20])[C:17]#[N:18])[C:10]1[CH:15]=[CH:14][CH:13]=[CH:12][CH:11]=1.N1CCCCC1. The catalyst is CCO. The product is [NH2:20][C:19]1[N:2]2[N:1]=[CH:5][CH:4]=[C:3]2[C:6]([C:7]#[N:8])=[C:9]([C:10]2[CH:11]=[CH:12][CH:13]=[CH:14][CH:15]=2)[C:16]=1[C:17]#[N:18]. The yield is 0.140.